Dataset: Full USPTO retrosynthesis dataset with 1.9M reactions from patents (1976-2016). Task: Predict the reactants needed to synthesize the given product. Given the product [CH3:25][O:26][C:27](=[O:38])[C:28]1[CH:33]=[CH:32][C:31]([CH:34]([OH:37])[C:35]2[N:12]([S:13]([C:16]3[CH:21]=[CH:20][CH:19]=[C:18]([CH:22]([CH3:24])[CH3:23])[CH:17]=3)(=[O:15])=[O:14])[C:3]3[C:2]([CH:36]=2)=[CH:7][C:6]([C:8]([F:11])([F:10])[F:9])=[CH:5][CH:4]=3)=[CH:30][CH:29]=1, predict the reactants needed to synthesize it. The reactants are: I[C:2]1[CH:7]=[C:6]([C:8]([F:11])([F:10])[F:9])[CH:5]=[CH:4][C:3]=1[NH:12][S:13]([C:16]1[CH:21]=[CH:20][CH:19]=[C:18]([CH:22]([CH3:24])[CH3:23])[CH:17]=1)(=[O:15])=[O:14].[CH3:25][O:26][C:27](=[O:38])[C:28]1[CH:33]=[CH:32][C:31]([CH:34]([OH:37])[C:35]#[CH:36])=[CH:30][CH:29]=1.C(NCC)C.